Dataset: TCR-epitope binding with 47,182 pairs between 192 epitopes and 23,139 TCRs. Task: Binary Classification. Given a T-cell receptor sequence (or CDR3 region) and an epitope sequence, predict whether binding occurs between them. (1) The epitope is KTSVDCTMYI. The TCR CDR3 sequence is CASSLTGRGVGTGELFF. Result: 1 (the TCR binds to the epitope). (2) The epitope is KLSALGINAV. The TCR CDR3 sequence is CASSSYQGGYGTQYF. Result: 0 (the TCR does not bind to the epitope). (3) The TCR CDR3 sequence is CASSSSGGITDTQYF. Result: 1 (the TCR binds to the epitope). The epitope is FLNGSCGSV. (4) The epitope is RPRGEVRFL. The TCR CDR3 sequence is CASSQDEYNTGELFF. Result: 0 (the TCR does not bind to the epitope). (5) The epitope is FVDGVPFVV. The TCR CDR3 sequence is CASSYGPDGYTF. Result: 1 (the TCR binds to the epitope). (6) The epitope is YEGNSPFHPL. The TCR CDR3 sequence is CASSQDLGWTVNTEAFF. Result: 0 (the TCR does not bind to the epitope). (7) The epitope is TLVPQEHYV. The TCR CDR3 sequence is CASSLGPSGTNTGELFF. Result: 1 (the TCR binds to the epitope). (8) The epitope is FSKQLQQSM. The TCR CDR3 sequence is CAISESSSGSNEQFF. Result: 0 (the TCR does not bind to the epitope). (9) The epitope is SEPVLKGVKL. The TCR CDR3 sequence is CASSRGRGNEQFF. Result: 0 (the TCR does not bind to the epitope).